This data is from Full USPTO retrosynthesis dataset with 1.9M reactions from patents (1976-2016). The task is: Predict the reactants needed to synthesize the given product. (1) The reactants are: [OH-].[Na+].[CH2:3]([O:10][C:11]1[CH:16]=[C:15]([CH2:17][CH2:18][C:19]([O:21]C)=[O:20])[CH:14]=[CH:13][C:12]=1[C:23]1[CH:28]=[CH:27][CH:26]=[C:25]([N:29]([CH3:40])[C:30]([NH:32][CH2:33][CH2:34][CH2:35][CH2:36][CH2:37][CH2:38][CH3:39])=[O:31])[CH:24]=1)[C:4]1[CH:9]=[CH:8][CH:7]=[CH:6][CH:5]=1. Given the product [CH2:3]([O:10][C:11]1[CH:16]=[C:15]([CH2:17][CH2:18][C:19]([OH:21])=[O:20])[CH:14]=[CH:13][C:12]=1[C:23]1[CH:28]=[CH:27][CH:26]=[C:25]([N:29]([CH3:40])[C:30]([NH:32][CH2:33][CH2:34][CH2:35][CH2:36][CH2:37][CH2:38][CH3:39])=[O:31])[CH:24]=1)[C:4]1[CH:9]=[CH:8][CH:7]=[CH:6][CH:5]=1, predict the reactants needed to synthesize it. (2) Given the product [C:1]([O:5][CH:6]([C:11]1[C:16]([CH3:17])=[CH:15][CH:14]=[C:13]([OH:18])[C:12]=1[C:26]1[CH:27]=[CH:28][C:29]2[O:34][CH2:33][CH2:32][CH2:31][C:30]=2[CH:35]=1)[C:7]([O:9][CH3:10])=[O:8])([CH3:4])([CH3:2])[CH3:3], predict the reactants needed to synthesize it. The reactants are: [C:1]([O:5][CH:6]([C:11]1[C:16]([CH3:17])=[CH:15][CH:14]=[C:13]([O:18]CC2C=CC=CC=2)[C:12]=1[C:26]1[CH:27]=[CH:28][C:29]2[O:34][CH2:33][CH2:32][CH2:31][C:30]=2[CH:35]=1)[C:7]([O:9][CH3:10])=[O:8])([CH3:4])([CH3:3])[CH3:2]. (3) Given the product [CH3:20][N:21]1[C:25]2[CH:26]=[CH:27][CH:28]=[CH:29][C:24]=2[N:23]=[C:22]1[CH2:30][N:4]1[CH2:3][CH2:2][N:1]([C:7]2[CH:8]=[CH:9][C:10]3[N:11]([C:13]([C:16]([F:17])([F:18])[F:19])=[N:14][N:15]=3)[N:12]=2)[CH2:6][CH2:5]1, predict the reactants needed to synthesize it. The reactants are: [N:1]1([C:7]2[CH:8]=[CH:9][C:10]3[N:11]([C:13]([C:16]([F:19])([F:18])[F:17])=[N:14][N:15]=3)[N:12]=2)[CH2:6][CH2:5][NH:4][CH2:3][CH2:2]1.[CH3:20][N:21]1[C:25]2[CH:26]=[CH:27][CH:28]=[CH:29][C:24]=2[N:23]=[C:22]1[CH:30]=O.